This data is from Reaction yield outcomes from USPTO patents with 853,638 reactions. The task is: Predict the reaction yield, written as a fraction of the theoretical maximum amount of product (1.0 means a 100% yield; for example, 0.34 means a 34% yield). (1) The reactants are [Br:1][C:2]1[CH:7]=[CH:6][CH:5]=[CH:4][C:3]=1[SH:8].C([O-])([O-])=O.[K+].[K+].Cl[CH2:16][C:17]#[N:18].O. The catalyst is CN(C=O)C. The product is [Br:1][C:2]1[CH:7]=[CH:6][CH:5]=[CH:4][C:3]=1[S:8][CH2:16][C:17]#[N:18]. The yield is 0.850. (2) The reactants are CS(C)=O.C(Cl)(=O)C(Cl)=O.[CH2:11]([N:18]([CH2:26][C:27]1[CH:32]=[CH:31][CH:30]=[CH:29][CH:28]=1)[C@H:19]1[CH2:24][CH2:23][C@H:22]([OH:25])[CH2:21][CH2:20]1)[C:12]1[CH:17]=[CH:16][CH:15]=[CH:14][CH:13]=1.C(N(CC)CC)C. The catalyst is C(Cl)Cl. The product is [CH2:26]([N:18]([CH2:11][C:12]1[CH:17]=[CH:16][CH:15]=[CH:14][CH:13]=1)[CH:19]1[CH2:20][CH2:21][C:22](=[O:25])[CH2:23][CH2:24]1)[C:27]1[CH:28]=[CH:29][CH:30]=[CH:31][CH:32]=1. The yield is 0.820. (3) The reactants are [CH3:1][C:2]1[C:6]2[CH:7]=[CH:8][CH:9]=[CH:10][C:5]=2[O:4][C:3]=1[C:11](=O)[CH2:12][O:13][C:14]1[CH:19]=[CH:18][CH:17]=[CH:16][CH:15]=1.[NH2:21][C:22]1[CH:31]=[CH:30][C:25]([C:26]([O:28][CH3:29])=[O:27])=[CH:24][CH:23]=1.C(=O)([O-])O.[Na+].C([BH3-])#N.[Na+].FC(F)(F)C(O)=O. The catalyst is O1CCCC1.[Ti](Cl)(Cl)(Cl)Cl.C(O)(=O)C.C(Cl)Cl.C(N(CC)CC)C. The product is [CH3:1][C:2]1[C:6]2[CH:7]=[CH:8][CH:9]=[CH:10][C:5]=2[O:4][C:3]=1[CH:11]([NH:21][C:22]1[CH:23]=[CH:24][C:25]([C:26]([O:28][CH3:29])=[O:27])=[CH:30][CH:31]=1)[CH2:12][O:13][C:14]1[CH:15]=[CH:16][CH:17]=[CH:18][CH:19]=1. The yield is 0.270. (4) The reactants are [C:1]1([C@@H:7]2[CH2:9][C@H:8]2[NH:10][CH2:11][CH:12]2[CH2:17][CH2:16][N:15]([C:18]([O:20][C:21]([CH3:24])([CH3:23])[CH3:22])=[O:19])[CH2:14][CH2:13]2)[CH:6]=[CH:5][CH:4]=[CH:3][CH:2]=1.C(N(CC)CC)C.[C:32](Cl)(=[O:34])[CH3:33].O. The catalyst is C(Cl)(Cl)Cl. The product is [C:1]1([C@@H:7]2[CH2:9][C@H:8]2[N:10]([CH2:11][CH:12]2[CH2:17][CH2:16][N:15]([C:18]([O:20][C:21]([CH3:24])([CH3:23])[CH3:22])=[O:19])[CH2:14][CH2:13]2)[C:32](=[O:34])[CH3:33])[CH:6]=[CH:5][CH:4]=[CH:3][CH:2]=1. The yield is 0.820. (5) The reactants are [CH3:1][C:2]([CH3:7])=[CH:3][C:4](O)=[O:5].O=S(Cl)Cl.[NH2:12][C:13]1[CH:18]=[CH:17][CH:16]=[CH:15][CH:14]=1.CCN(CC)CC. No catalyst specified. The product is [C:13]1([NH:12][C:4](=[O:5])[CH:3]=[C:2]([CH3:7])[CH3:1])[CH:18]=[CH:17][CH:16]=[CH:15][CH:14]=1. The yield is 0.800. (6) The reactants are FC(F)(F)C(O)=O.[F:8][C:9]1[CH:10]=[C:11]([CH:14]=[CH:15][C:16]=1[NH:17]CC1C=CC(OC)=CC=1)[C:12]#[N:13].C(=O)([O-])O.[Na+]. The catalyst is ClCCl. The product is [NH2:17][C:16]1[CH:15]=[CH:14][C:11]([C:12]#[N:13])=[CH:10][C:9]=1[F:8]. The yield is 0.470. (7) The reactants are [CH:1]([NH:4][CH2:5][C:6]1[N:10]([CH2:11][C:12](OCC)=[O:13])[N:9]=[C:8]([N+:17]([O-:19])=[O:18])[CH:7]=1)([CH3:3])[CH3:2]. The catalyst is CO. The product is [CH:1]([N:4]1[C:12](=[O:13])[CH2:11][N:10]2[N:9]=[C:8]([N+:17]([O-:19])=[O:18])[CH:7]=[C:6]2[CH2:5]1)([CH3:3])[CH3:2]. The yield is 0.900.